From a dataset of Full USPTO retrosynthesis dataset with 1.9M reactions from patents (1976-2016). Predict the reactants needed to synthesize the given product. (1) Given the product [NH2:1][C:2]1[N:3]=[CH:4][C:5]([C:8]2[N:9]=[C:10]([N:20]3[CH2:21][CH2:22][O:23][CH2:24][CH2:25]3)[C:11]3[S:16][C:15]([C:17]([N:26]4[CH2:31][CH2:30][O:29][CH2:28][CH2:27]4)=[O:18])=[CH:14][C:12]=3[N:13]=2)=[CH:6][N:7]=1, predict the reactants needed to synthesize it. The reactants are: [NH2:1][C:2]1[N:7]=[CH:6][C:5]([C:8]2[N:9]=[C:10]([N:20]3[CH2:25][CH2:24][O:23][CH2:22][CH2:21]3)[C:11]3[S:16][C:15]([C:17](O)=[O:18])=[CH:14][C:12]=3[N:13]=2)=[CH:4][N:3]=1.[NH:26]1[CH2:31][CH2:30][O:29][CH2:28][CH2:27]1. (2) Given the product [C:1]1([CH2:7][N:8]2[CH2:14][CH:13]([OH:15])[C:10]3([CH2:11][CH2:12]3)[CH2:9]2)[CH:2]=[CH:3][CH:4]=[CH:5][CH:6]=1, predict the reactants needed to synthesize it. The reactants are: [C:1]1([CH2:7][N:8]2[CH2:14][C:13](=[O:15])[C:10]3([CH2:12][CH2:11]3)[C:9]2=O)[CH:6]=[CH:5][CH:4]=[CH:3][CH:2]=1.[H-].[H-].[H-].[H-].[Li+].[Al+3]. (3) The reactants are: [CH:1]1([NH:4][C:5]([C:7]2[C:15]3[CH:14]=[C:13]([C:16]4[C:21](F)=[CH:20][N:19]=[C:18]([NH:23]CCCC5CCNCC5)[N:17]=4)[S:12][C:11]=3[CH:10]=[CH:9][CH:8]=2)=[O:6])CC1.[ClH:33].Cl.C1(NC(C2C3C=C(C4C(F)=CN=C(NC[CH2:59][CH2:60][CH:61]5[CH2:66][CH2:65][N:64]([CH3:67])[CH2:63][CH2:62]5)N=4)SC=3C=CC=2)=O)CC1.CNC(C1C2C=C(C3C([Cl:87])=CN=C(Cl)N=3)SC=2C=CC=1)=O. Given the product [ClH:87].[ClH:33].[CH3:1][NH:4][C:5]([C:7]1[C:15]2[CH:14]=[C:13]([C:16]3[C:21]([Cl:87])=[CH:20][N:19]=[C:18]([NH:23][CH2:59][CH2:60][CH:61]4[CH2:66][CH2:65][N:64]([CH3:67])[CH2:63][CH2:62]4)[N:17]=3)[S:12][C:11]=2[CH:10]=[CH:9][CH:8]=1)=[O:6], predict the reactants needed to synthesize it. (4) Given the product [Cl:9][C:3]1[CH:4]=[CH:5][CH:6]=[C:7]([Cl:8])[C:2]=1[C:12]1[CH:13]=[CH:14][CH:15]=[CH:16][C:11]=1[CH3:10], predict the reactants needed to synthesize it. The reactants are: Br[C:2]1[C:7]([Cl:8])=[CH:6][CH:5]=[CH:4][C:3]=1[Cl:9].[CH3:10][C:11]1[CH:16]=[CH:15][CH:14]=[CH:13][C:12]=1B(O)O.[O-]P([O-])([O-])=O.[K+].[K+].[K+]. (5) Given the product [OH:30][CH:29]([CH2:28][O:27][CH:25]([CH3:26])[CH3:24])[CH2:31][S:1][C:2]1[N:3]([C:12]2[CH:13]=[CH:14][C:15]([O:18][CH2:19][C:20]([F:23])([F:22])[F:21])=[CH:16][CH:17]=2)[C:4](=[O:11])[C:5]2[NH:10][CH:9]=[CH:8][C:6]=2[N:7]=1, predict the reactants needed to synthesize it. The reactants are: [S:1]=[C:2]1[NH:7][C:6]2[CH:8]=[CH:9][NH:10][C:5]=2[C:4](=[O:11])[N:3]1[C:12]1[CH:17]=[CH:16][C:15]([O:18][CH2:19][C:20]([F:23])([F:22])[F:21])=[CH:14][CH:13]=1.[CH3:24][CH:25]([O:27][CH2:28][CH:29]1[CH2:31][O:30]1)[CH3:26].[I-].[Na+].C(N(CC)CC)C. (6) Given the product [F:1][C:2]1[CH:10]=[C:9]2[C:5]([C:6](=[O:12])[C:7](=[O:11])[N:8]2[CH2:16][C:17]([O:19][C:20]([CH3:23])([CH3:22])[CH3:21])=[O:18])=[CH:4][CH:3]=1, predict the reactants needed to synthesize it. The reactants are: [F:1][C:2]1[CH:10]=[C:9]2[C:5]([C:6](=[O:12])[C:7](=[O:11])[NH:8]2)=[CH:4][CH:3]=1.[H-].[Na+].Br[CH2:16][C:17]([O:19][C:20]([CH3:23])([CH3:22])[CH3:21])=[O:18]. (7) Given the product [Cl:42][C:38]1[S:37][C:36]([S:33](=[O:35])(=[O:34])[NH:32][C:29]([CH3:31])([CH3:30])[CH2:28][OH:27])=[CH:40][C:39]=1[NH:41][C:12]([C:11]1[CH:10]=[N:9][N:8]2[C:3]([C:2]([F:26])([F:25])[F:1])=[CH:4][C:5]([C:15]3[CH:20]=[CH:19][C:18]([C:21]([F:24])([F:22])[F:23])=[CH:17][CH:16]=3)=[N:6][C:7]=12)=[O:13], predict the reactants needed to synthesize it. The reactants are: [F:1][C:2]([F:26])([F:25])[C:3]1[N:8]2[N:9]=[CH:10][C:11]([C:12](O)=[O:13])=[C:7]2[N:6]=[C:5]([C:15]2[CH:20]=[CH:19][C:18]([C:21]([F:24])([F:23])[F:22])=[CH:17][CH:16]=2)[CH:4]=1.[OH:27][CH2:28][C:29]([NH:32][S:33]([C:36]1[S:37][C:38]([Cl:42])=[C:39]([NH2:41])[CH:40]=1)(=[O:35])=[O:34])([CH3:31])[CH3:30]. (8) Given the product [F:1][C:2]1[CH:7]=[CH:6][C:5]([C:8]2[NH:9][C:10](=[S:20])[NH:11][C:12]=2[C:13]2[CH:18]=[CH:17][N:16]=[C:15]([OH:23])[CH:14]=2)=[CH:4][CH:3]=1, predict the reactants needed to synthesize it. The reactants are: [F:1][C:2]1[CH:7]=[CH:6][C:5]([C:8]2[NH:9][C:10](=[S:20])[NH:11][C:12]=2[C:13]2[CH:18]=[CH:17][N:16]=[C:15](F)[CH:14]=2)=[CH:4][CH:3]=1.C(O)(=[O:23])C.O.